From a dataset of Reaction yield outcomes from USPTO patents with 853,638 reactions. Predict the reaction yield, written as a fraction of the theoretical maximum amount of product (1.0 means a 100% yield; for example, 0.34 means a 34% yield). (1) The reactants are Br[C:2]1[CH:10]=[C:9]2[C:5]([CH:6]=[N:7][N:8]2[CH3:11])=[CH:4][CH:3]=1.[Cl:12][C:13]1[C:18](B2OC(C)(C)C(C)(C)O2)=[CH:17][CH:16]=[CH:15][N:14]=1.C([O-])([O-])=O.[Na+].[Na+].ClC1C(C2C=C3C(=CC=2)NN=C3)=CC=CN=1. The catalyst is O1CCOCC1.C1C=CC([P]([Pd]([P](C2C=CC=CC=2)(C2C=CC=CC=2)C2C=CC=CC=2)([P](C2C=CC=CC=2)(C2C=CC=CC=2)C2C=CC=CC=2)[P](C2C=CC=CC=2)(C2C=CC=CC=2)C2C=CC=CC=2)(C2C=CC=CC=2)C2C=CC=CC=2)=CC=1.C(Cl)Cl. The product is [Cl:12][C:13]1[C:18]([C:2]2[CH:10]=[C:9]3[C:5]([CH:6]=[N:7][N:8]3[CH3:11])=[CH:4][CH:3]=2)=[CH:17][CH:16]=[CH:15][N:14]=1. The yield is 0.770. (2) The reactants are C[O:2][C:3]([C:5]1[CH:10]=[CH:9][C:8]([C:11]2[CH:16]=[CH:15][C:14]([Cl:17])=[CH:13][CH:12]=2)=[CH:7][C:6]=1[O:18][CH3:19])=[O:4].O.[Li+].[OH-]. The catalyst is C1COCC1. The product is [Cl:17][C:14]1[CH:13]=[CH:12][C:11]([C:8]2[CH:9]=[CH:10][C:5]([C:3]([OH:4])=[O:2])=[C:6]([O:18][CH3:19])[CH:7]=2)=[CH:16][CH:15]=1. The yield is 0.910. (3) The reactants are [CH2:1]([N:5]1[CH:9]=[C:8]([C:10]2[CH:15]=[CH:14][C:13]([F:16])=[CH:12][CH:11]=2)[N:7]=[N:6]1)[CH2:2][C:3]#[CH:4].Br[C:18]1[CH:23]=[CH:22][CH:21]=[C:20]([CH2:24][F:25])[N:19]=1. No catalyst specified. The product is [F:25][CH2:24][C:20]1[CH:21]=[CH:22][CH:23]=[C:18]([C:4]#[C:3][CH2:2][CH2:1][N:5]2[CH:9]=[C:8]([C:10]3[CH:11]=[CH:12][C:13]([F:16])=[CH:14][CH:15]=3)[N:7]=[N:6]2)[N:19]=1. The yield is 0.210. (4) The reactants are F[C:2]1[CH:9]=[C:8]([N+:10]([O-:12])=[O:11])[CH:7]=[CH:6][C:3]=1[C:4]#[N:5].[CH3:13][O:14][C:15](=[O:18])[CH2:16][NH2:17].C(N(CC)CC)C.O. The catalyst is CS(C)=O. The product is [CH3:13][O:14][C:15](=[O:18])[CH2:16][NH:17][C:2]1[CH:9]=[C:8]([N+:10]([O-:12])=[O:11])[CH:7]=[CH:6][C:3]=1[C:4]#[N:5]. The yield is 0.980. (5) The catalyst is CN(C)C=O. The yield is 0.890. The product is [CH3:25][O:24][C:17]1[CH:16]=[C:15]([N:1]2[CH2:6][CH2:5][CH:4]([OH:7])[CH2:3][CH2:2]2)[CH:20]=[CH:19][C:18]=1[N+:21]([O-:23])=[O:22]. The reactants are [NH:1]1[CH2:6][CH2:5][CH:4]([OH:7])[CH2:3][CH2:2]1.C(=O)([O-])[O-].[K+].[K+].F[C:15]1[CH:20]=[CH:19][C:18]([N+:21]([O-:23])=[O:22])=[C:17]([O:24][CH3:25])[CH:16]=1.O. (6) The reactants are C([O:3][C:4](=[O:37])[CH2:5][C@@H:6]([N:13]1[C:17]2=[N:18][C:19]([C:22]#[N:23])=[CH:20][CH:21]=[C:16]2[N:15]([CH2:24][C:25]2[C:33]3[C:28](=[CH:29][CH:30]=[CH:31][C:32]=3[CH3:34])[N:27]([CH3:35])[CH:26]=2)[C:14]1=[O:36])[C:7]1[CH:12]=[CH:11][CH:10]=[CH:9][CH:8]=1)C.O.[OH-].[Li+]. The catalyst is O1CCOCC1.O. The product is [C:22]([C:19]1[N:18]=[C:17]2[N:13]([C@@H:6]([C:7]3[CH:8]=[CH:9][CH:10]=[CH:11][CH:12]=3)[CH2:5][C:4]([OH:37])=[O:3])[C:14](=[O:36])[N:15]([CH2:24][C:25]3[C:33]4[C:28](=[CH:29][CH:30]=[CH:31][C:32]=4[CH3:34])[N:27]([CH3:35])[CH:26]=3)[C:16]2=[CH:21][CH:20]=1)#[N:23]. The yield is 0.310.